Task: Predict the reactants needed to synthesize the given product.. Dataset: Full USPTO retrosynthesis dataset with 1.9M reactions from patents (1976-2016) Given the product [F:30][C:29]([F:31])([F:32])[CH:28]([CH3:33])[CH:22]([C:19]1[CH:18]=[CH:17][C:16]([CH2:15][N:7]2[CH:8]=[C:3]([C:2]([F:1])([F:10])[F:11])[CH:4]=[CH:5][C:6]2=[O:9])=[CH:21][CH:20]=1)[C:23]([O:25][CH2:26][CH3:27])=[O:24], predict the reactants needed to synthesize it. The reactants are: [F:1][C:2]([F:11])([F:10])[C:3]1[CH:4]=[CH:5][C:6](=[O:9])[NH:7][CH:8]=1.[H-].[Na+].Br[CH2:15][C:16]1[CH:21]=[CH:20][C:19]([CH:22]([CH:28]([CH3:33])[C:29]([F:32])([F:31])[F:30])[C:23]([O:25][CH2:26][CH3:27])=[O:24])=[CH:18][CH:17]=1.O.